From a dataset of TCR-epitope binding with 47,182 pairs between 192 epitopes and 23,139 TCRs. Binary Classification. Given a T-cell receptor sequence (or CDR3 region) and an epitope sequence, predict whether binding occurs between them. (1) The epitope is NLDSKVGGNY. The TCR CDR3 sequence is CASSQVWDQTGDTQYF. Result: 0 (the TCR does not bind to the epitope). (2) The epitope is FSKQLQQSM. The TCR CDR3 sequence is CASSWGAYGYTF. Result: 0 (the TCR does not bind to the epitope). (3) The epitope is ATDALMTGY. The TCR CDR3 sequence is CASSSGDTYYEQYF. Result: 0 (the TCR does not bind to the epitope). (4) The epitope is KAYNVTQAF. The TCR CDR3 sequence is CASSWTGDSIYGYTF. Result: 1 (the TCR binds to the epitope). (5) The epitope is FTISVTTEIL. The TCR CDR3 sequence is CSATGGGPYEQYF. Result: 0 (the TCR does not bind to the epitope). (6) The epitope is SEISMDNSPNL. The TCR CDR3 sequence is CASRPRIVGEGDEQYF. Result: 1 (the TCR binds to the epitope). (7) The epitope is KLNVGDYFV. The TCR CDR3 sequence is CASSKPRASGRRGPYEQYF. Result: 1 (the TCR binds to the epitope).